Dataset: Reaction yield outcomes from USPTO patents with 853,638 reactions. Task: Predict the reaction yield, written as a fraction of the theoretical maximum amount of product (1.0 means a 100% yield; for example, 0.34 means a 34% yield). The reactants are N#N.[NH2:3][C:4]1[N:9]=[CH:8][N:7]=[C:6]2[N:10]([CH:14]([C:16]3[O:17][C:18](=[O:39])[C:19]4[C:24]([C:25]=3[C:26]3[CH2:31][CH2:30][N:29](C(OC(C)(C)C)=O)[CH2:28][CH:27]=3)=[CH:23][CH:22]=[CH:21][CH:20]=4)[CH3:15])[N:11]=[C:12](I)[C:5]=12.[F:40][C:41]1[CH:42]=[C:43](B(O)O)[CH:44]=[C:45]([OH:47])[CH:46]=1.P([O-])([O-])([O-])=O.[K+].[K+].[K+].Cl. The catalyst is C1COCC1.O.C(O)=O.O.CC#N. The product is [CH:18]([OH:39])=[O:17].[NH2:3][C:4]1[N:9]=[CH:8][N:7]=[C:6]2[N:10]([CH:14]([C:16]3[O:17][C:18](=[O:39])[C:19]4[C:24]([C:25]=3[C:26]3[CH2:31][CH2:30][NH:29][CH2:28][CH:27]=3)=[CH:23][CH:22]=[CH:21][CH:20]=4)[CH3:15])[N:11]=[C:12]([C:43]3[CH:44]=[C:45]([OH:47])[CH:46]=[C:41]([F:40])[CH:42]=3)[C:5]=12. The yield is 0.760.